The task is: Predict the reactants needed to synthesize the given product.. This data is from Full USPTO retrosynthesis dataset with 1.9M reactions from patents (1976-2016). Given the product [Cl:1][C:2]1[CH:10]=[C:9]2[C:5]([C:6]([C:11](=[O:16])[C:12]([F:13])([F:14])[F:15])=[CH:7][N:8]2[CH2:24][CH2:25][CH3:26])=[CH:4][CH:3]=1, predict the reactants needed to synthesize it. The reactants are: [Cl:1][C:2]1[CH:10]=[C:9]2[C:5]([C:6]([C:11](=[O:16])[C:12]([F:15])([F:14])[F:13])=[CH:7][NH:8]2)=[CH:4][CH:3]=1.C(=O)([O-])[O-].[K+].[K+].I[CH2:24][CH2:25][CH3:26].